From a dataset of Reaction yield outcomes from USPTO patents with 853,638 reactions. Predict the reaction yield, written as a fraction of the theoretical maximum amount of product (1.0 means a 100% yield; for example, 0.34 means a 34% yield). (1) The product is [CH:1]1([CH2:4][O:5][C:6]2[CH:15]=[C:14]([N:16]([CH2:29][CH2:30][N:31]3[CH2:36][CH2:35][O:34][CH2:33][CH2:32]3)[S:17]([CH3:20])(=[O:19])=[O:18])[CH:13]=[CH:12][C:7]=2[C:8]([O:10][CH3:11])=[O:9])[CH2:2][CH2:3]1. The yield is 0.870. The catalyst is CC#N. The reactants are [CH:1]1([CH2:4][O:5][C:6]2[CH:15]=[C:14]([NH:16][S:17]([CH3:20])(=[O:19])=[O:18])[CH:13]=[CH:12][C:7]=2[C:8]([O:10][CH3:11])=[O:9])[CH2:3][CH2:2]1.C([O-])([O-])=O.[K+].[K+].Cl.Cl[CH2:29][CH2:30][N:31]1[CH2:36][CH2:35][O:34][CH2:33][CH2:32]1. (2) The reactants are [NH2:1][C:2]1[CH:7]=[CH:6][C:5]([N:8]2[C:14](=[O:15])[CH2:13][C:12](=[O:16])[NH:11][C:10]3[C:17]4[C:22]([CH:23]=[CH:24][C:9]2=3)=[CH:21][CH:20]=[CH:19][CH:18]=4)=[CH:4][CH:3]=1.[C:25]1([CH2:31][S:32](Cl)(=[O:34])=[O:33])[CH:30]=[CH:29][CH:28]=[CH:27][CH:26]=1. The catalyst is N1C=CC=CC=1. The product is [O:16]=[C:12]1[NH:11][C:10]2[C:17]3[C:22]([CH:23]=[CH:24][C:9]=2[N:8]([C:5]2[CH:6]=[CH:7][C:2]([NH:1][S:32]([CH2:31][C:25]4[CH:30]=[CH:29][CH:28]=[CH:27][CH:26]=4)(=[O:34])=[O:33])=[CH:3][CH:4]=2)[C:14](=[O:15])[CH2:13]1)=[CH:21][CH:20]=[CH:19][CH:18]=3. The yield is 0.270. (3) The reactants are [CH2:1]([O:3][C:4](=[O:23])[CH2:5][C:6]1[CH:11]=[CH:10][C:9]([NH:12][C:13]([O:15][CH2:16][C:17]2[CH:22]=[CH:21][CH:20]=[CH:19][CH:18]=2)=[O:14])=[CH:8][CH:7]=1)[CH3:2].C=O.[C:26](=O)([O-])[O-].[K+].[K+]. The catalyst is [I-].C([N+](CCCC)(CCCC)CCCC)CCC.C1(C)C=CC=CC=1. The product is [CH2:1]([O:3][C:4](=[O:23])[C:5]([C:6]1[CH:11]=[CH:10][C:9]([NH:12][C:13]([O:15][CH2:16][C:17]2[CH:18]=[CH:19][CH:20]=[CH:21][CH:22]=2)=[O:14])=[CH:8][CH:7]=1)=[CH2:26])[CH3:2]. The yield is 0.450. (4) The reactants are [O:1]1[C:5]2[CH:6]=[CH:7][C:8]([C:10]3([C:13]([NH:15][C:16]4[CH:17]=[CH:18][C:19]([CH2:33][OH:34])=[C:20]([C:22]5[CH:27]=[CH:26][C:25]([C:28]([N:30]([CH3:32])[CH3:31])=[O:29])=[CH:24][CH:23]=5)[CH:21]=4)=[O:14])[CH2:12][CH2:11]3)=[CH:9][C:4]=2[O:3][CH2:2]1.[C:35]1(C)[CH:40]=CC(S(O)(=O)=O)=C[CH:36]=1. The catalyst is C(O)(C)C. The product is [O:1]1[C:5]2[CH:6]=[CH:7][C:8]([C:10]3([C:13]([NH:15][C:16]4[CH:17]=[CH:18][C:19]([CH2:33][O:34][CH:35]([CH3:40])[CH3:36])=[C:20]([C:22]5[CH:27]=[CH:26][C:25]([C:28]([N:30]([CH3:31])[CH3:32])=[O:29])=[CH:24][CH:23]=5)[CH:21]=4)=[O:14])[CH2:11][CH2:12]3)=[CH:9][C:4]=2[O:3][CH2:2]1. The yield is 0.440. (5) The yield is 0.800. The catalyst is C(Cl)Cl. The reactants are [CH2:1]([CH:4]1[NH:8][C:7]([CH3:10])([CH3:9])[CH2:6][CH2:5]1)[CH:2]=[CH2:3].C(N(CC)CC)C.[C:18](Cl)(=[O:21])[CH:19]=[CH2:20].C([O-])(O)=O.[Na+]. The product is [CH2:1]([CH:4]1[N:8]([C:18](=[O:21])[CH:19]=[CH2:20])[C:7]([CH3:10])([CH3:9])[CH2:6][CH2:5]1)[CH:2]=[CH2:3]. (6) The reactants are [C:1]([O:5][C@@H:6]([C:12]1[C:39]([CH3:40])=[N:38][C:37]2=[CH:41][C:34]3=[N:35][N:36]2[C:13]=1[N:14]1[CH2:45][CH2:44][C:17]([CH3:46])([O:18][CH2:19][CH2:20][CH2:21][CH2:22][C@H:23]([CH3:43])[O:24][C:25]2[C:30]([CH2:31][O:32][CH2:33]3)=[CH:29][C:28]([F:42])=[CH:27][CH:26]=2)[CH2:16][CH2:15]1)[C:7]([O:9]CC)=[O:8])([CH3:4])([CH3:3])[CH3:2].[OH-].[Na+]. The catalyst is CO. The product is [C:1]([O:5][C@@H:6]([C:12]1[C:39]([CH3:40])=[N:38][C:37]2=[CH:41][C:34]3=[N:35][N:36]2[C:13]=1[N:14]1[CH2:15][CH2:16][C:17]([CH3:46])([O:18][CH2:19][CH2:20][CH2:21][CH2:22][C@H:23]([CH3:43])[O:24][C:25]2[C:30]([CH2:31][O:32][CH2:33]3)=[CH:29][C:28]([F:42])=[CH:27][CH:26]=2)[CH2:44][CH2:45]1)[C:7]([OH:9])=[O:8])([CH3:4])([CH3:2])[CH3:3]. The yield is 0.113.